From a dataset of Forward reaction prediction with 1.9M reactions from USPTO patents (1976-2016). Predict the product of the given reaction. Given the reactants [CH3:1][O:2][C:3]1[C:8]2[C:9]([CH3:12])=[N:10][S:11][C:7]=2[CH:6]=[CH:5][CH:4]=1.[ClH:13].[N:14]1C=C[CH:17]=[CH:16][CH:15]=1.O.C(O[CH2:25][CH3:26])(=O)C, predict the reaction product. The product is: [Cl:13][C:17]1[CH:16]=[C:15]([CH:25]=[CH:26][C:1]=1[O:2][C:3]1[C:8]2[C:9]([CH3:12])=[N:10][S:11][C:7]=2[CH:6]=[CH:5][CH:4]=1)[NH2:14].